This data is from Full USPTO retrosynthesis dataset with 1.9M reactions from patents (1976-2016). The task is: Predict the reactants needed to synthesize the given product. Given the product [F:19][C:14]1[CH:15]=[C:16]2[C:11](=[CH:12][CH:13]=1)[NH:10][C:9]1[CH2:8][CH2:7][CH:6]([C:4]([OH:5])=[O:3])[CH2:18][C:17]2=1, predict the reactants needed to synthesize it. The reactants are: C([O:3][C:4]([CH:6]1[CH2:18][C:17]2[C:16]3[C:11](=[CH:12][CH:13]=[C:14]([F:19])[CH:15]=3)[NH:10][C:9]=2[CH2:8][CH2:7]1)=[O:5])C.[OH-].[K+].Cl.O.